Task: Predict the product of the given reaction.. Dataset: Forward reaction prediction with 1.9M reactions from USPTO patents (1976-2016) (1) Given the reactants [CH3:1][C:2]1[C:3]([C:31]2[CH:36]=[CH:35][C:34]([F:37])=[CH:33][CH:32]=2)=[C:4]([CH3:30])[CH:5]=[C:6]([CH2:8][N:9]2[CH2:29][CH2:28][C:12]3([O:16][C:15](=[O:17])[N:14]([C:18]4[CH:27]=[CH:26][C:21]([C:22]([O:24]C)=[O:23])=[CH:20][CH:19]=4)[CH2:13]3)[CH2:11][CH2:10]2)[CH:7]=1.[OH-].[K+].C(O)(=O)C, predict the reaction product. The product is: [CH3:1][C:2]1[C:3]([C:31]2[CH:36]=[CH:35][C:34]([F:37])=[CH:33][CH:32]=2)=[C:4]([CH3:30])[CH:5]=[C:6]([CH2:8][N:9]2[CH2:29][CH2:28][C:12]3([O:16][C:15](=[O:17])[N:14]([C:18]4[CH:27]=[CH:26][C:21]([C:22]([OH:24])=[O:23])=[CH:20][CH:19]=4)[CH2:13]3)[CH2:11][CH2:10]2)[CH:7]=1. (2) Given the reactants [Cl:1][C:2]1[C:3]([N:16]2[CH2:21][CH2:20][CH:19]([C:22]([O:24]C)=[O:23])[CH2:18][CH2:17]2)=[N:4][C:5](Cl)=[C:6]([C:8]2[O:9][C:10]([CH2:13][CH3:14])=[CH:11][N:12]=2)[CH:7]=1.[CH3:26][O-:27].[Na+], predict the reaction product. The product is: [Cl:1][C:2]1[C:3]([N:16]2[CH2:17][CH2:18][CH:19]([C:22]([OH:24])=[O:23])[CH2:20][CH2:21]2)=[N:4][C:5]([O:27][CH3:26])=[C:6]([C:8]2[O:9][C:10]([CH2:13][CH3:14])=[CH:11][N:12]=2)[CH:7]=1. (3) Given the reactants [CH3:1][C:2]1[N:7]=[C:6]([SH:8])[N:5]=[C:4]([OH:9])[CH:3]=1.C(=O)([O-])[O-].[K+].[K+].Br[CH2:17][C:18]1[N:19]=[C:20]2[CH:25]=[CH:24][CH:23]=[CH:22][N:21]2[CH:26]=1, predict the reaction product. The product is: [N:19]1[C:18]([CH2:17][S:8][C:6]2[N:5]=[C:4]([OH:9])[CH:3]=[C:2]([CH3:1])[N:7]=2)=[CH:26][N:21]2[CH:22]=[CH:23][CH:24]=[CH:25][C:20]=12. (4) Given the reactants Br[C:2]1[N:7]=[N:6][C:5]([NH2:8])=[N:4][C:3]=1[C:9]1[CH:14]=[CH:13][CH:12]=[CH:11][CH:10]=1.[Cl:15][C:16]1[CH:21]=[CH:20][C:19](B(O)O)=[CH:18][CH:17]=1, predict the reaction product. The product is: [Cl:15][C:16]1[CH:21]=[CH:20][C:19]([C:2]2[N:7]=[N:6][C:5]([NH2:8])=[N:4][C:3]=2[C:9]2[CH:14]=[CH:13][CH:12]=[CH:11][CH:10]=2)=[CH:18][CH:17]=1. (5) Given the reactants [C:1]([C:5]1[CH:6]=[C:7]([Mg]Br)[CH:8]=[C:9]([C:11]([CH3:14])([CH3:13])[CH3:12])[CH:10]=1)([CH3:4])([CH3:3])[CH3:2].Br[C:18]1[CH:26]=[C:25]([CH2:27][CH3:28])[CH:24]=[C:23]2[C:19]=1[CH2:20][CH:21]([CH3:31])[CH:22]2[O:29][CH3:30].O, predict the reaction product. The product is: [C:1]([C:5]1[CH:6]=[C:7]([C:18]2[CH:26]=[C:25]([CH2:27][CH3:28])[CH:24]=[C:23]3[C:19]=2[CH2:20][CH:21]([CH3:31])[CH:22]3[O:29][CH3:30])[CH:8]=[C:9]([C:11]([CH3:14])([CH3:13])[CH3:12])[CH:10]=1)([CH3:4])([CH3:3])[CH3:2]. (6) Given the reactants [OH:1][CH2:2][CH2:3][C:4]1[C:5]([OH:11])=[N:6][C:7]([OH:10])=[N:8][CH:9]=1.[C:12]([O:15]C(=O)C)(=[O:14])[CH3:13].N1C=CC=CC=1, predict the reaction product. The product is: [CH3:13][C:12]([O-:15])=[O:14].[C:12]([O:1][CH2:2][CH2:3][C:4]1[C:5]([OH:11])=[N:6][C:7]([OH:10])=[N:8][CH:9]=1)(=[O:14])[CH3:13]. (7) Given the reactants [CH:1]1([CH2:7][CH2:8][CH:9]2[O:13][C:12](=[O:14])[CH:11]=[C:10]2[OH:15])[CH2:6][CH2:5][CH2:4][CH2:3][CH2:2]1.[CH:16](=O)[C:17]1[CH:22]=[CH:21][CH:20]=[CH:19][CH:18]=1.[F:24][C:25]1[CH:33]=[C:32]2[C:28]([C:29]([CH2:34][CH2:35][NH:36][C:37](=[O:39])[CH3:38])=[CH:30][NH:31]2)=[CH:27][CH:26]=1, predict the reaction product. The product is: [CH:1]1([CH2:7][CH2:8][CH:9]2[O:13][C:12](=[O:14])[C:11]([CH:16]([C:17]3[CH:22]=[CH:21][CH:20]=[CH:19][CH:18]=3)[C:30]3[NH:31][C:32]4[C:28]([C:29]=3[CH2:34][CH2:35][NH:36][C:37](=[O:39])[CH3:38])=[CH:27][CH:26]=[C:25]([F:24])[CH:33]=4)=[C:10]2[OH:15])[CH2:6][CH2:5][CH2:4][CH2:3][CH2:2]1. (8) Given the reactants [H-].C([Al+]CC(C)C)C(C)C.[N+:11]([C:14]1[C:19]2[NH:20][C:21]([C:26]3[CH:31]=[CH:30][CH:29]=[CH:28][N:27]=3)([C:24]#[N:25])[CH2:22][O:23][C:18]=2[CH:17]=[CH:16][CH:15]=1)([O-:13])=[O:12], predict the reaction product. The product is: [N+:11]([C:14]1[C:19]2[NH:20][C:21]([CH2:24][NH2:25])([C:26]3[CH:31]=[CH:30][CH:29]=[CH:28][N:27]=3)[CH2:22][O:23][C:18]=2[CH:17]=[CH:16][CH:15]=1)([O-:13])=[O:12]. (9) Given the reactants FC(F)(F)C(O)=O.[NH2:8][C@H:9]([C:19]1[C:24]([C:25]2[CH:26]=[CH:27][C:28]([F:34])=[C:29]([CH:33]=2)[C:30]([NH2:32])=[O:31])=[CH:23][CH:22]=[CH:21][N:20]=1)[CH2:10][C:11]1[CH:16]=[C:15]([F:17])[CH:14]=[C:13]([F:18])[CH:12]=1.[CH:35]1([C:40]2[N:44]([CH2:45][C:46](O)=[O:47])[N:43]=[C:42]([C:49]([F:52])([F:51])[F:50])[CH:41]=2)[CH2:39][CH2:38][CH2:37][CH2:36]1, predict the reaction product. The product is: [CH:35]1([C:40]2[N:44]([CH2:45][C:46]([NH:8][C@H:9]([C:19]3[C:24]([C:25]4[CH:26]=[CH:27][C:28]([F:34])=[C:29]([CH:33]=4)[C:30]([NH2:32])=[O:31])=[CH:23][CH:22]=[CH:21][N:20]=3)[CH2:10][C:11]3[CH:12]=[C:13]([F:18])[CH:14]=[C:15]([F:17])[CH:16]=3)=[O:47])[N:43]=[C:42]([C:49]([F:51])([F:52])[F:50])[CH:41]=2)[CH2:36][CH2:37][CH2:38][CH2:39]1. (10) The product is: [Cl:22][C:23]1[CH:24]=[C:25]([CH:29]=[C:30]([Cl:32])[CH:31]=1)[C:26]([NH:20][C:16]1[CH:17]=[CH:18][CH:19]=[C:14]([C:12]2[O:13][C:9]3[CH:8]=[CH:7][C:6]([S:3]([CH2:1][CH3:2])(=[O:5])=[O:4])=[CH:21][C:10]=3[N:11]=2)[CH:15]=1)=[O:27]. Given the reactants [CH2:1]([S:3]([C:6]1[CH:7]=[CH:8][C:9]2[O:13][C:12]([C:14]3[CH:15]=[C:16]([NH2:20])[CH:17]=[CH:18][CH:19]=3)=[N:11][C:10]=2[CH:21]=1)(=[O:5])=[O:4])[CH3:2].[Cl:22][C:23]1[CH:24]=[C:25]([CH:29]=[C:30]([Cl:32])[CH:31]=1)[C:26](Cl)=[O:27], predict the reaction product.